The task is: Predict which catalyst facilitates the given reaction.. This data is from Catalyst prediction with 721,799 reactions and 888 catalyst types from USPTO. (1) Reactant: Cl.Cl.[CH3:3][NH:4][NH:5][CH3:6].O=[C:8]([CH3:15])[CH2:9][C:10](OCC)=[O:11]. Product: [CH3:3][N:4]1[C:8]([CH3:15])=[CH:9][C:10](=[O:11])[N:5]1[CH3:6]. The catalyst class is: 15. (2) Reactant: [N:1]12[CH2:8][CH2:7][CH:4]([CH2:5][CH2:6]1)[C@@H:3]([O:9][C:10](=[O:19])[C:11](=[O:18])[C:12]1[CH:17]=[CH:16][CH:15]=[CH:14][CH:13]=1)[CH2:2]2.[CH2:20]([Mg]Cl)[C:21]1[CH:26]=[CH:25][CH:24]=[CH:23][CH:22]=1. Product: [N:1]12[CH2:6][CH2:5][CH:4]([CH2:7][CH2:8]1)[C@@H:3]([O:9][C:10](=[O:19])[C:11]([OH:18])([C:12]1[CH:17]=[CH:16][CH:15]=[CH:14][CH:13]=1)[CH2:20][C:21]1[CH:26]=[CH:25][CH:24]=[CH:23][CH:22]=1)[CH2:2]2. The catalyst class is: 1. (3) Reactant: [C:1]([C:3]1[C:8]2[S:9][CH:10]=[CH:11][C:7]=2[C:6]([NH:12][C@H:13]([C@@H:27]([OH:29])[CH3:28])[C:14]([NH:16][NH:17][C:18](=[O:26])[C:19]2[CH:24]=[CH:23][C:22]([F:25])=[CH:21][CH:20]=2)=O)=[CH:5][CH:4]=1)#[N:2].CCN(P1(N(C)CCCN1C)=NC(C)(C)C)CC.CO. Product: [F:25][C:22]1[CH:21]=[CH:20][C:19]([C:18]2[O:26][C:14]([C@H:13]([NH:12][C:6]3[C:7]4[CH:11]=[CH:10][S:9][C:8]=4[C:3]([C:1]#[N:2])=[CH:4][CH:5]=3)[C@@H:27]([OH:29])[CH3:28])=[N:16][N:17]=2)=[CH:24][CH:23]=1. The catalyst class is: 1. (4) Reactant: F[P-](F)(F)(F)(F)F.N1(OC(N(C)C)=[N+](C)C)C2C=CC=CC=2N=N1.[O:25]=[C:26]1[N:30]([CH:31]2[CH2:36][CH2:35][N:34]([CH2:37][C:38]([OH:40])=O)[CH2:33][CH2:32]2)[C:29]2[CH:41]=[CH:42][CH:43]=[CH:44][C:28]=2[NH:27]1.C(N(CC)C(C)C)(C)C.[ClH:54].Cl.[CH3:56][O:57][C:58]1[CH:59]=[C:60]2[C:65](=[CH:66][CH:67]=1)[CH:64]([CH2:68][C:69]1[CH:70]=[N:71][CH:72]=[CH:73][CH:74]=1)[CH:63]([NH2:75])[CH2:62][CH2:61]2.C(=O)(O)[O-].[Na+]. Product: [ClH:54].[ClH:54].[O:25]=[C:26]1[N:30]([CH:31]2[CH2:36][CH2:35][N:34]([CH2:37][C:38]([NH:75][C@H:63]3[CH2:62][CH2:61][C:60]4[C:65](=[CH:66][CH:67]=[C:58]([O:57][CH3:56])[CH:59]=4)[C@H:64]3[CH2:68][C:69]3[CH:70]=[N:71][CH:72]=[CH:73][CH:74]=3)=[O:40])[CH2:33][CH2:32]2)[C:29]2[CH:41]=[CH:42][CH:43]=[CH:44][C:28]=2[NH:27]1. The catalyst class is: 9. (5) Reactant: [Si:1](Cl)([C:4]([CH3:7])([CH3:6])[CH3:5])([CH3:3])[CH3:2].[CH:9]1([CH:15]([OH:32])[CH2:16][CH2:17][N:18]2[CH2:23][CH2:22][CH:21]([NH:24][C:25]3[CH:30]=[CH:29][C:28]([CH3:31])=[CH:27][N:26]=3)[CH2:20][CH2:19]2)[CH2:14][CH2:13][CH2:12][CH2:11][CH2:10]1.C(N(CC)CC)C. Product: [O:32]([CH:15]([CH:9]1[CH2:14][CH2:13][CH2:12][CH2:11][CH2:10]1)[CH2:16][CH2:17][N:18]1[CH2:19][CH2:20][CH:21]([NH:24][C:25]2[CH:30]=[CH:29][C:28]([CH3:31])=[CH:27][N:26]=2)[CH2:22][CH2:23]1)[Si:1]([C:4]([CH3:7])([CH3:6])[CH3:5])([CH3:3])[CH3:2]. The catalyst class is: 143. (6) Reactant: [CH2:1]([O:3][CH:4]1[C:9](=O)[CH2:8][CH2:7][N:6]([C:11]([O:13][C:14]([CH3:17])([CH3:16])[CH3:15])=[O:12])[CH2:5]1)[CH3:2].[CH2:18]([NH2:25])[C:19]1[CH:24]=[CH:23][CH:22]=[CH:21][CH:20]=1.C(O[BH-](OC(=O)C)OC(=O)C)(=O)C.[Na+]. Product: [CH2:18]([NH:25][C@H:9]1[CH2:8][CH2:7][N:6]([C:11]([O:13][C:14]([CH3:17])([CH3:16])[CH3:15])=[O:12])[CH2:5][C@H:4]1[O:3][CH2:1][CH3:2])[C:19]1[CH:24]=[CH:23][CH:22]=[CH:21][CH:20]=1. The catalyst class is: 26.